Task: Predict which catalyst facilitates the given reaction.. Dataset: Catalyst prediction with 721,799 reactions and 888 catalyst types from USPTO Reactant: [CH:1]1[CH:2]=[N:3][C:4]([NH:7][S:8]([C:11]2[CH:12]=[CH:13][C:14]([NH2:17])=[CH:15][CH:16]=2)(=[O:10])=[O:9])=[N:5][CH:6]=1.Cl[CH2:19][C:20]1[NH:21][C:22]2[CH:28]=[CH:27][CH:26]=[CH:25][C:23]=2[N:24]=1.C(O)(=O)C. Product: [NH:21]1[C:22]2[CH:28]=[CH:27][CH:26]=[CH:25][C:23]=2[N:24]=[C:20]1[CH2:19][NH:17][C:14]1[CH:15]=[CH:16][C:11]([S:8]([NH:7][C:4]2[N:5]=[CH:6][CH:1]=[CH:2][N:3]=2)(=[O:10])=[O:9])=[CH:12][CH:13]=1. The catalyst class is: 74.